This data is from Peptide-MHC class II binding affinity with 134,281 pairs from IEDB. The task is: Regression. Given a peptide amino acid sequence and an MHC pseudo amino acid sequence, predict their binding affinity value. This is MHC class II binding data. (1) The peptide sequence is LRIKSYEDAKSPLTA. The MHC is DRB5_0101 with pseudo-sequence DRB5_0101. The binding affinity (normalized) is 0.454. (2) The peptide sequence is IDTLKKNENIKEL. The MHC is DRB3_0202 with pseudo-sequence DRB3_0202. The binding affinity (normalized) is 0.417. (3) The peptide sequence is EAENITTGCAEHCSL. The MHC is DRB1_0404 with pseudo-sequence DRB1_0404. The binding affinity (normalized) is 0.265. (4) The peptide sequence is WCYGVENVRVAYGKC. The MHC is DRB3_0202 with pseudo-sequence DRB3_0202. The binding affinity (normalized) is 0.405. (5) The peptide sequence is GWPYIGSRSQIIGRS. The MHC is DRB3_0101 with pseudo-sequence DRB3_0101. The binding affinity (normalized) is 0.499. (6) The peptide sequence is INAIFEENEVDISVV. The MHC is HLA-DQA10501-DQB10303 with pseudo-sequence HLA-DQA10501-DQB10303. The binding affinity (normalized) is 0.281.